This data is from Human Reference Interactome with 51,813 positive PPI pairs across 8,248 proteins, plus equal number of experimentally-validated negative pairs. The task is: Binary Classification. Given two protein amino acid sequences, predict whether they physically interact or not. (1) Protein 1 (ENSG00000064419) has sequence MEGAKPTLQLVYQAVQALYHDPDPSGKERASFWLGELQRSVHAWEISDQLLQIRQDVESCYFAAQTMKMKIQTSFYELPTDSHASLRDSLLTHIQNLKDLSPVIVTQLALAIADLALQMPSWKGCVQTLVEKYSNDVTSLPFLLEILTVLPEEVHSRSLRIGANRRTEIIEDLAFYSSTVVSLLMTCVEKAGTDEKMLMKVFRCLGSWFNLGVLDSNFMANNKLLALLFEVLQQDKTSSNLHEAASDCVCSALYAIENVETNLPLAMQLFQGVLTLETAYHMAVAREDLDKVLNYCRIFT.... Protein 2 (ENSG00000150722) has sequence MEPNSPKKIQFAVPVFQSQIAPEAAEQLGFCRSQIRKRRPTPASLVILNEHNPPEIDDKRGPNTQGELQNASPKQRKQSVYTPPTIKGVKHLKGQNESAFPEEEEGTNEREEQRDH*MEPNSPKKIQFAVPVFQSQIAPEAAEQIRKRRPTPASLVILNEHNPPEIDDKRGPNTQGELQNASPKQRKQSVYTPPTIKGVKHLKGQNESAFPEEEEGTNEREEQRDH*. Result: 1 (the proteins interact). (2) Protein 1 (ENSG00000136521) has sequence MAAMSLLRRVSVTAVAALSGRPLGTRLGFGGFLTRGFPKAAAPVRHSGDHGKRLFVIRPSRFYDRRFLKLLRFYIALTGIPVAIFITLVNVFIGQAELAEIPEGYVPEHWEYYKHPISRWIARNFYDSPEKIYERTMAVLQIEAEKAELRVKELEVRKLMHVRGDGPWYYYETIDKELIDHSPKATPDN*MAAMSLLRRVSVTAVAALSGRPLGTRLGFGGFLTRGFPKAAG*MAAMSLLRRVSVTAVAALSGRPLGTRLGFGGFLTRGFPKAAGQAELAEIPEGYVPEHWEYYKHPISR.... Protein 2 (ENSG00000140464) has sequence MEPAPARSPRPQQDPARPQEPTMPPPETPSEGRQPSPSPSPTERAPASEEEFQFLRCQQCQAEAKCPKLLPCLHTLCSGCLEASGMQCPICQAPWPLGADTPALDNVFFESLQRRLSVYRQIVDAQAVCTRCKESADFWCFECEQLLCAKCFEAHQWFLKHEARPLAELRNQSVREFLDGTRKTNNIFCSNPNHRTPTLTSIYCRGCSKPLCCSCALLDSSHSELKCDISAEIQQRQEELDAMTQALQEQDSAFGAVHAQMHAAVGQLGRARAETEELIRERVRQVVAHVRAQERELLEA.... Result: 0 (the proteins do not interact). (3) Result: 0 (the proteins do not interact). Protein 1 (ENSG00000104381) has sequence MAERQEEQRGSPPLRAEGKADAEVKLILYHWTHSFSSQKVRLVIAEKALKCEEHDVSLPLSEHNEPWFMRLNSTGEVPVLIHGENIICEATQIIDYLEQTFLDERTPRLMPDKESMYYPRVQHYRELLDSLPMDAYTHGCILHPELTVDSMIPAYATTRIRSQIGNTESELKKLAEENPDLQEAYIAKQKRLKSKLLDHDNVKYLKKILDELEKVLDQVETELQRRNEETPEEGQQPWLCGESFTLADVSLAVTLHRLKFLGFARRNWGNGKRPNLETYYERVLKRKTFNKVLGHVNNIL.... Protein 2 (ENSG00000172350) has sequence MAEKALEAVGCGLGPGAVAMAVTLEDGAEPPVLTTHLKKVENHITEAQRFSHLPKRSAVDIEFVELSYSVREGPCWRKRGYKTLLKCLSGKFCRRELIGIMGPSGAGKSTFMNILAGYRESGMKGQILVNGRPRELRTFRKMSCYIMQDDMLMAEKALEAVGCGLGPGAVAMAVTLEDGAEPPVLTTHLKKVENHITEAQRFSHLPKRSAVDIEFVELSYSVREGPCWRKRGYKTLLKCLSGKFCRRELIGIMGPSGAGKSTFMNILAGYRESGMKGQILVNGRPRELRTFRKMSCYIMQ.... (4) Protein 1 (ENSG00000171954) has sequence MLPITDRLLHLLGLEKTAFRIYAVSTLLLFLLFFLFRLLLRFLRLCRSFYITCRRLRCFPQPPRRNWLLGHLGMYLPNEAGLQDEKKVLDNMHHVLLVWMGPVLPLLVLVHPDYIKPLLGASAAIAPKDDLFYGFLKPWLGDGLLLSKGDKWSRHRRLLTPAFHFDILKPYMKIFNQSADIMHAKWRHLAEGSAVSLDMFEHISLMTLDSLQKCVFSYNSNCQEKMSDYISAIIELSALSVRRQYRLHHYLDFIYYRSADGRRFRQACDMVHHFTTEVIQERRRALRQQGAEAWLKAKQG.... Protein 2 (ENSG00000197746) has sequence MYALFLLASLLGAALAGPVLGLKECTRGSAVWCQNVKTASDCGAVKHCLQTVWNKPTVKSLPCDICKDVVTAAGDMLKDNATEEEILVYLEKTCDWLPKPNMSASCKEIVDSYLPVILDIIKGEMSRPGEVCSALNLCESLQKHLAELNHQKQLESNKIPELDMTEVVAPFMANIPLLLYPQDGPRSKPQPKDNGDVCQDCIQMVTDIQTAVRTNSTFVQALVEHVKEECDRLGPGMADICKNYISQYSEIAIQMMMHMQPKEICALVGFCDEVKEMPMQTLVPAKVASKNVIPALELVE.... Result: 0 (the proteins do not interact). (5) Protein 1 (ENSG00000139055) has sequence MEAAPSRFMFLLFLLTCELAAEVAAEVEKSSDGPGAAQEPTWLTDVPAAMEFIAATEVAVIGFFQDLEIPAVPILHSMVQKFPGVSFGISTDSEVLTHYNITGNTICLFRLVDNEQLNLEDEDIESIDATKLSRFIEINSLHMVTEYNPVTVIGLFNSVIQIHLLLIMNKASPEYEENMHRYQKAAKLFQGKILFILVDSGMKENGKVISFFKLKESQLPALAIYQTLDDEWDTLPTAEVSVEHVQNFCDGFLSGKLLKENRESEGKTPKVEL*MKETCQLEIQVDNEQLNLEDEDIESI.... Protein 2 (ENSG00000211460) has sequence MSVSEIFVELQGFLAAEQDIREEIRKVVQSLEQTAREILTLLQGVHQGAGFQDIPKRCLKAREHFGTVKTHLTSLKTKFPAEQYYRFHEHWRFVLQRLVFLAAFVVYLETETLVTREAVTEILGIEPDREKGFHLDVEDYLSGVLILASELSRLSVNSVTAGDYSRPLHISTFINELDSGFRLLNLKNDSLRKRYDGLKYDVKKVEEVVYDLSIRGFNKETAAACVEK*MPVIPAFWEAEAARSPEEIRKVVQSLEQTAREILTLLQGVHQGAGFQDIPKRCLKAREHFGTVKTHLTSLK.... Result: 0 (the proteins do not interact). (6) Protein 1 (ENSG00000275835) has sequence XLVEYLQAMRNFFLMEGGDTMYDFYTSIFDKIREKETWQNVSFLNVQLQEAVGQRYPEDSSRKWRPGTVAHTCNASTLGGRGGGSPEVRSSRPAWPTCLSISFENVDTAKKKLPVHILDGLTLSYKVPWPVDIVISLECQKIYNQVFLLLLQIKWAKYSLDVLLFGELVSTAEKPRLKEGLIHEQDTVAQFGPQKEPVRQQIHRMFLLRVKLMHFVNSLHNYIMTRMARHGPPWSRLDAQQERDVRELVRGVAGLQDEADPNFQLALNFAWSNFRFHRFLDVNSHKIEKTIEGIYEKFVI.... Protein 2 (ENSG00000156017) has sequence MQRRRRPPPPTSRLPEGCGGGGGGSEEVEVQFSAGRWGSAAAVSAAAAAATRSTEEEEERLEREHFWKIINAFRYYGTSMHERVNRTERQFRSLPANQQKLLPQFLLHLDKIRKCIDHNQEILLTIVNDCIHMFENKEYGEDGNGKIMPASTFDMDKLKSTLKQFVRDWSETGKAERDACYQPIIKEILKNFPKERWDPSKVNILVPGAGLGRLAWEIAMLGYACQGNEWSFFMLFSSNFVLNRCSEINKYKLYPWIHQFSNNRRSADQIRPIFFPDVDPHSLPPGSNFSMTAGDFQEIY.... Result: 0 (the proteins do not interact).